This data is from Reaction yield outcomes from USPTO patents with 853,638 reactions. The task is: Predict the reaction yield, written as a fraction of the theoretical maximum amount of product (1.0 means a 100% yield; for example, 0.34 means a 34% yield). (1) The reactants are [CH:1]1([CH2:4][O:5][C:6]2[CH:11]=[C:10]([O:12][CH2:13][CH2:14][O:15][CH3:16])[CH:9]=[CH:8][C:7]=2/[CH:17]=[CH:18]/[C:19]([O:21][CH2:22][CH3:23])=[O:20])[CH2:3][CH2:2]1. The catalyst is [C].[Pd].O1CCCC1. The product is [CH:1]1([CH2:4][O:5][C:6]2[CH:11]=[C:10]([O:12][CH2:13][CH2:14][O:15][CH3:16])[CH:9]=[CH:8][C:7]=2[CH2:17][CH2:18][C:19]([O:21][CH2:22][CH3:23])=[O:20])[CH2:3][CH2:2]1. The yield is 0.980. (2) The reactants are [CH2:1]([C:5]1[O:6][C:7]2[CH:13]=[CH:12][C:11]([NH:14][S:15]([CH3:18])(=[O:17])=[O:16])=[CH:10][C:8]=2[CH:9]=1)[CH2:2][CH2:3][CH3:4].[Br:19]N1C(=O)CCC1=O.O. The catalyst is ClCCl.C(#N)C. The product is [CH2:1]([C:5]1[O:6][C:7]2[CH:13]=[CH:12][C:11]([NH:14][S:15]([CH3:18])(=[O:16])=[O:17])=[CH:10][C:8]=2[C:9]=1[Br:19])[CH2:2][CH2:3][CH3:4]. The yield is 0.710.